This data is from Human Reference Interactome with 51,813 positive PPI pairs across 8,248 proteins, plus equal number of experimentally-validated negative pairs. The task is: Binary Classification. Given two protein amino acid sequences, predict whether they physically interact or not. (1) Protein 1 (ENSG00000139343) has sequence MSLPLNPKPFLNGLTGKPVMVKLKWGMEYKGYLVSVDGYMNMQLANTEEYIDGALSGHLGEVLIRCNNVLYIRGVEEEEEDGEMRE*MSLPLNPKPFLNGLTGKPVMVKLKWGMEYKGYLVSVDGYMNMQIFIYILGILKQNGVSLSSPRLECNGMISAHCNLCLPGSSDSPASASRVAGITARTSRTLTKRSGAVEILALFLILGGKHSVFYH*MSLPLNPKPFLNGLTGKPVMVKLKWGMEYKGYLVSVDGYMNMQIFIYILGILKQSKILLFQLSEDLK*. Protein 2 (ENSG00000123545) has sequence MGALVIRGIRNFNLENRAEREISKMKPSVAPRHPSTNSLLREQISLYPEVKGEIARKDEKLLSFLKDVYVDSKDPVSSLQVKAAETCQEPKEFRLPKDHHFDMINIKSIPKGKISIVEALTLLNNHKLFPETWTAEKIMQEYQLEQKDVNSLLKYFVTFEVEIFPPEDKKAIRSK*. Result: 0 (the proteins do not interact). (2) Protein 1 (ENSG00000169372) has sequence MEARDKQVLRSLRLELGAEVLVEGLVLQYLYQEGILTENHIQEINAQTTGLRKTMLLLDILPSRGPKAFDTFLDSLQEFPWVREKLKKAREEAMTDLPAGDRLTGIPSHILNSSPSDRQINQLAQRLGPEWEPMVLSLGLSQTDIYRCKANHPHNVQSQVVEAFIRWRQRFGKQATFQSLHNGLRAVEVDPSLLLHMLE*MEARDKQVLRSLRLELGAEVLVEGLVLQYLYQEGILTENHIQEINAQTTGLRKTMLLLDILPSRGPKAFDTFLDSLQEFPWVREKLKKAREEAMTDLPAE.... Protein 2 (ENSG00000102977) has sequence MAGSGRLVLRPWIRELILGSETPSSPRAGQLLEDAEAAVAGPSHAPDTSDVGATLLVSDGTHSVRCLVTREALDTSDWEEKEFGFRGTEGRLLLLQDCGVHVQVAEGGAPAEFYLQVDRFSLLPTEQPRLRVPGCNQDLDVQKKLYDCLEEHLSESTSSNAGLSLSQLLDEMREDQEHQGALVCLAESCLTLEGPCTAPPVTHWAASRCKATGEAVYTVPSSMLCISENDQLILSSLGPCQRTQGPELPPPDPALQDLSLTLIASPPSSPSSSGTPALPGHMSSEESGTSISLLPALSLA.... Result: 0 (the proteins do not interact). (3) Protein 1 (ENSG00000133961) has sequence MNKLRQSFRRKKDVYVPEASRPHQWQTDEEGVRTGKCSFPVKYLGHVEVDESRGMHICEDAVKRLKAERKFFKGFFGKTGKKAVKAVLWVSADGLRVVDEKTKDLIVDQTIEKVSFCAPDRNFDRAFSYICRDGTTRRWICHCFMAVKDTGERLSHAVGCAFAACLERKQKREKECGVTATFDASRTTFTREGSFRVTTATEQAEREEIMKQMQDAKKAETDKIVVGSSVAPGNTAPSPSSPTSPTSDATTSLEMNNPHAIPRRHAPIEQLARQGSFRGFPALSQKMSPFKRQLSLRINE.... Protein 2 (ENSG00000185201) has sequence MNHIVQTFSPVNSGQPPNYEMLKEEQEVAMLGVPHNPAPPMSTVIHIRSETSVPDHVVWSLFNTLFMNTCCLGFIAFAYSVKSRDRKMVGDVTGAQAYASTAKCLNIWALILGIFMTILLIIIPVLVVQAQR*XGFIAFAYSVKSRDRKMVGDVTGAQAYASTAKCLNIWALILGILMTIGFILLLVFGSVTVYHIMLQIIQEKRGY*XVIHIRSETSVPDHVVWSLFNTLFMNTCCLGFIAFAYSVKTGTQALPESEKGTHR*MLKEEQEVAMLGVPHNPAPPMSTVIHIRSETSVPDH.... Result: 0 (the proteins do not interact). (4) Result: 0 (the proteins do not interact). Protein 1 (ENSG00000163071) has sequence MAENLKRLVSNETLRTLQEKLDFWLKEYNTNTCDQNLNHCLELIEQVAKVQGQLFGILTAAAQEGGRNDGVETIKSRLLPWLEASFTAASLGKSVDSKVPSLQDTFDRERHKDPSPRDRDMQQLDSNLNSTRSQCNQVQDDLVETEKNLEESKNRSAISLLAAEEEINQLKKQLKSLQAQEDARHRNTDQRSSENRRSEPWSLEERKREQWNSLKQNADQQDTEAMSDYKKQLRNLKEEIAVLSAEKSALQGRSSRSRSPSPAPRSRSCSRSRSASPSTAVKVRRPSPNRSKLSNVARKA.... Protein 2 (ENSG00000126775) has sequence MASPSGKGARALEAPGCGPRPLARDLVDSVDDAEGLYVAVERCPLCNTTRRRLTCAKCVQSGDFVYFDGRDRERFIDKKERLSRLKSKQEEFQKEVLKAMEGKWITDQLRWKIMSCKMRIEQLKQTICKGNEEMEKNSEGLLKTKEKNQKLYSRAQRHQEKKEKIQRHNRKLGDLVEKKTIDLRSHYERLANLRRSHILELTSVIFPIEEVKTGVRDPADVSSESDSAMTSSTVSKLAEARRTTYLSGRWVCDDHNGDTSISITGPWISLPNNGDYSAYYSWVEEKKTTQGPDMEQSNPA....